This data is from Antibody paratope prediction from SAbDab with 1,023 antibody chains. The task is: Token-level Classification. Given an antibody amino acid sequence, predict which amino acid positions are active in antigen binding. Output is a list of indices for active paratope positions. (1) Given the antibody sequence: DVVMTQTPLSLSVTIGQPASISCKSSQSLLDSDGKTYLIWVFQRPGQSPKRLIFLVSKRDSGVPDRFTGSGSGTDFTLKISRVEAEDVGVYYCWQGTHFPHTVGGGTKLEI, which amino acid positions are active in antigen binding (paratope)? The paratope positions are: [30, 31, 32, 33, 34]. (2) The paratope positions are: [30, 31, 32, 33, 34, 35]. Given the antibody sequence: DIVMSQSPSSLAVSVGEKVTLSCKSSQSLLYSSNQKNHLAWYQQKPGQSPKLLIYWASTRESGVPDRFTGSGSGTDFTLTINSVKAEDLAVYYCQHFYIYPYTFGGGTKLEIK, which amino acid positions are active in antigen binding (paratope)? (3) Given the antibody sequence: QSVLTQPPSVSAAPGQKVTISCSGSSSNIGNNYVLWYQQFPGTAPKLLIYGNNKRPSGIPDRFSGSKSGTSATLGITGLQTGDEADYFCATWDSGLSADWVFGGGTKLTVL, which amino acid positions are active in antigen binding (paratope)? The paratope positions are: [29, 30, 96, 97, 98]. (4) The paratope positions are: [92, 93, 94]. Given the antibody sequence: MTQTPSSVSAAVGGTVTINCQASEDIKRYLAWYQQKPGQPPKLLIYAASKLASGVSSRFKGSGSGTEYTLTISGVQCDDAATYYCQQGYTSSNVNNAFGGGTEVVVK, which amino acid positions are active in antigen binding (paratope)? (5) Given the antibody sequence: EVQLLESGGGLVQPGGSLRLSCAASGFTFSNYIMWWVRQAPGKGLEWVSVISSSGGMTRYADSVKGRFTISRDNSKNTLYLQMNSLRAEDTAVYYCARDNGDYVGEKGFDIWGQGTMVTVSS, which amino acid positions are active in antigen binding (paratope)? The paratope positions are: [52, 83, 84, 85, 104, 105, 106, 107, 108].